From a dataset of NCI-60 drug combinations with 297,098 pairs across 59 cell lines. Regression. Given two drug SMILES strings and cell line genomic features, predict the synergy score measuring deviation from expected non-interaction effect. (1) Drug 1: CC1C(C(=O)NC(C(=O)N2CCCC2C(=O)N(CC(=O)N(C(C(=O)O1)C(C)C)C)C)C(C)C)NC(=O)C3=C4C(=C(C=C3)C)OC5=C(C(=O)C(=C(C5=N4)C(=O)NC6C(OC(=O)C(N(C(=O)CN(C(=O)C7CCCN7C(=O)C(NC6=O)C(C)C)C)C)C(C)C)C)N)C. Drug 2: C1CN1C2=NC(=NC(=N2)N3CC3)N4CC4. Cell line: OVCAR-8. Synergy scores: CSS=26.1, Synergy_ZIP=-2.73, Synergy_Bliss=-0.363, Synergy_Loewe=-1.93, Synergy_HSA=-1.32. (2) Drug 1: CC1=C(C(=CC=C1)Cl)NC(=O)C2=CN=C(S2)NC3=CC(=NC(=N3)C)N4CCN(CC4)CCO. Drug 2: C1CN1C2=NC(=NC(=N2)N3CC3)N4CC4. Cell line: MDA-MB-231. Synergy scores: CSS=37.6, Synergy_ZIP=-10.9, Synergy_Bliss=-2.90, Synergy_Loewe=2.53, Synergy_HSA=3.41. (3) Drug 1: CC1=CC2C(CCC3(C2CCC3(C(=O)C)OC(=O)C)C)C4(C1=CC(=O)CC4)C. Drug 2: CCC1(C2=C(COC1=O)C(=O)N3CC4=CC5=C(C=CC(=C5CN(C)C)O)N=C4C3=C2)O.Cl. Cell line: SK-MEL-28. Synergy scores: CSS=7.54, Synergy_ZIP=1.63, Synergy_Bliss=7.55, Synergy_Loewe=-2.40, Synergy_HSA=3.10. (4) Drug 1: CC1C(C(=O)NC(C(=O)N2CCCC2C(=O)N(CC(=O)N(C(C(=O)O1)C(C)C)C)C)C(C)C)NC(=O)C3=C4C(=C(C=C3)C)OC5=C(C(=O)C(=C(C5=N4)C(=O)NC6C(OC(=O)C(N(C(=O)CN(C(=O)C7CCCN7C(=O)C(NC6=O)C(C)C)C)C)C(C)C)C)N)C. Drug 2: CC1CCC2CC(C(=CC=CC=CC(CC(C(=O)C(C(C(=CC(C(=O)CC(OC(=O)C3CCCCN3C(=O)C(=O)C1(O2)O)C(C)CC4CCC(C(C4)OC)O)C)C)O)OC)C)C)C)OC. Cell line: MALME-3M. Synergy scores: CSS=6.80, Synergy_ZIP=-0.889, Synergy_Bliss=2.75, Synergy_Loewe=-3.37, Synergy_HSA=-0.703.